Dataset: Catalyst prediction with 721,799 reactions and 888 catalyst types from USPTO. Task: Predict which catalyst facilitates the given reaction. (1) Reactant: [F:1][C:2]1[CH:8]=[C:7]([O:9][C:10]2[C:19]3[C:14](=[CH:15][C:16]([O:22][CH2:23][CH2:24][CH2:25][N:26]4[CH2:31][CH2:30][O:29][CH2:28][CH2:27]4)=[C:17]([O:20][CH3:21])[CH:18]=3)[N:13]=[CH:12][CH:11]=2)[CH:6]=[CH:5][C:3]=1[NH2:4].C(N(CC)CC)C.ClC(Cl)(O[C:43](=[O:49])OC(Cl)(Cl)Cl)Cl.[F:51][C:52]1[CH:53]=[C:54]([CH:59]([NH2:61])[CH3:60])[CH:55]=[CH:56][C:57]=1[F:58]. Product: [F:51][C:52]1[CH:53]=[C:54]([CH:59]([NH:61][C:43]([NH:4][C:3]2[CH:5]=[CH:6][C:7]([O:9][C:10]3[C:19]4[C:14](=[CH:15][C:16]([O:22][CH2:23][CH2:24][CH2:25][N:26]5[CH2:27][CH2:28][O:29][CH2:30][CH2:31]5)=[C:17]([O:20][CH3:21])[CH:18]=4)[N:13]=[CH:12][CH:11]=3)=[CH:8][C:2]=2[F:1])=[O:49])[CH3:60])[CH:55]=[CH:56][C:57]=1[F:58]. The catalyst class is: 22. (2) Reactant: [CH:1]12[CH2:7][CH:4]([CH2:5][CH2:6]1)[CH2:3][C@@H:2]2[N:8]1[C:12]2=[C:13]3[S:19][CH:18]=[CH:17][C:14]3=[N:15][CH:16]=[C:11]2[N:10]=[C:9]1[CH2:20]Cl.[C:22]([O:26][C:27](=[O:33])[NH:28][S:29]([CH3:32])(=[O:31])=[O:30])([CH3:25])([CH3:24])[CH3:23].C(=O)([O-])[O-].[K+].[K+]. Product: [C:22]([O:26][C:27](=[O:33])[N:28]([CH2:20][C:9]1[N:8]([C@H:2]2[CH2:3][CH:4]3[CH2:7][CH:1]2[CH2:6][CH2:5]3)[C:12]2=[C:13]3[S:19][CH:18]=[CH:17][C:14]3=[N:15][CH:16]=[C:11]2[N:10]=1)[S:29]([CH3:32])(=[O:31])=[O:30])([CH3:25])([CH3:24])[CH3:23]. The catalyst class is: 35.